From a dataset of Catalyst prediction with 721,799 reactions and 888 catalyst types from USPTO. Predict which catalyst facilitates the given reaction. (1) Reactant: C(=O)([O-])[O-].[Cs+].[Cs+].[C:7]1([OH:13])[CH:12]=[CH:11][CH:10]=[CH:9][CH:8]=1.Br[C:15]1[C:16]([O:22][CH3:23])=[N:17][CH:18]=[C:19]([Cl:21])[CH:20]=1.[Cl-].CC(C)(C(=O)CC(=O)C(C)(C)C)C. Product: [Cl:21][C:19]1[CH:20]=[C:15]([O:13][C:7]2[CH:12]=[CH:11][CH:10]=[CH:9][CH:8]=2)[C:16]([O:22][CH3:23])=[N:17][CH:18]=1. The catalyst class is: 60. (2) Reactant: [CH2:1]([O:3][C:4](=[O:27])/[C:5](/[O:24][CH2:25][CH3:26])=[CH:6]/[C:7]1[C:15]2[O:14][CH:13]=[CH:12][C:11]=2[C:10]([O:16]CC2C=CC=CC=2)=[CH:9][CH:8]=1)[CH3:2]. Product: [CH2:1]([O:3][C:4](=[O:27])[CH:5]([O:24][CH2:25][CH3:26])[CH2:6][C:7]1[C:15]2[O:14][CH2:13][CH2:12][C:11]=2[C:10]([OH:16])=[CH:9][CH:8]=1)[CH3:2]. The catalyst class is: 19.